Predict the reactants needed to synthesize the given product. From a dataset of Full USPTO retrosynthesis dataset with 1.9M reactions from patents (1976-2016). (1) Given the product [CH3:9][O:10][C:11]1[C:28]2[CH:20]([C:21]3[CH:22]=[CH:23][CH:24]=[CH:25][CH:26]=3)[CH2:19][CH2:18][N:17]([CH3:27])[CH2:16][C:15]=2[CH:14]=[CH:13][CH:12]=1.[CH3:9][O:10][C:11]1[CH:12]=[CH:13][C:14]2[CH:20]([C:21]3[CH:22]=[CH:23][CH:24]=[CH:25][CH:26]=3)[CH2:19][CH2:18][N:17]([CH3:27])[CH2:16][C:15]=2[CH:28]=1, predict the reactants needed to synthesize it. The reactants are: C(O)(=O)/C=C/C(O)=O.[CH3:9][O:10][C:11]1[CH:12]=[CH:13][C:14]2[CH:20]([C:21]3[CH:26]=[CH:25][CH:24]=[CH:23][CH:22]=3)[CH2:19][CH2:18][N:17]([CH3:27])[CH2:16][C:15]=2[CH:28]=1.P(OP(O)(O)=O)(O)(O)=O.[OH-].[NH4+]. (2) The reactants are: CC(O[C:6]([NH:8][C@@H](CC1C=CC(C2N=C3C(C)=CC=CN3C=2)=CC=1)CCC(OC(C)(C)C)=O)=O)(C)C.FC(F)(F)C(O)=O.C([SiH](CC)CC)C.C(NC(C)C)(C)C.Cl[C:58]1[CH:59]=[C:60]([CH:75]=[CH:76][C:77]=1[O:78][CH:79]([CH3:81])[CH3:80])[C:61]([O:63][C:64]1C(F)=C(F)C(F)=C(F)C=1F)=[O:62]. Given the product [C:6]([C:58]1[CH:59]=[C:60]([CH:75]=[CH:76][C:77]=1[O:78][CH:79]([CH3:80])[CH3:81])[C:61]([O:63][CH3:64])=[O:62])#[N:8], predict the reactants needed to synthesize it. (3) Given the product [F:19][C:2]1([F:1])[CH2:6][CH2:5][C@@H:4]([C@@:7]([OH:18])([C:11]2[CH:12]=[CH:13][C:14]([Cl:17])=[CH:15][CH:16]=2)[C:8]([O:10][CH2:21][CH2:22][CH:23]2[CH2:28][CH2:27][NH:26][CH2:25][CH2:24]2)=[O:9])[CH2:3]1, predict the reactants needed to synthesize it. The reactants are: [F:1][C:2]1([F:19])[CH2:6][CH2:5][C@@H:4]([C@@:7]([OH:18])([C:11]2[CH:16]=[CH:15][C:14]([Cl:17])=[CH:13][CH:12]=2)[C:8]([OH:10])=[O:9])[CH2:3]1.O[CH2:21][CH2:22][CH:23]1[CH2:28][CH2:27][N:26](C(OC(C)(C)C)=O)[CH2:25][CH2:24]1. (4) Given the product [C:59]([O:58][C:56]([NH:55][C@H:42]([CH2:41][N:33]([C:34]([O:35][C:36]([CH3:39])([CH3:38])[CH3:37])=[O:40])[C:31]1[S:32][C:28]([C:20]2[CH:21]=[C:22]3[C:17](=[CH:18][CH:19]=2)[CH:16]=[N:15][C:14]([F:13])=[CH:23]3)=[CH:29][N:30]=1)[CH2:43][C:44]1[CH:49]=[CH:48][C:47]([C:50]([O:51][CH3:52])=[O:9])=[CH:46][CH:45]=1)=[O:57])([CH3:62])([CH3:61])[CH3:60], predict the reactants needed to synthesize it. The reactants are: BrC1C=CC(C(F)(F)[O:9]C)=CC=1.[F:13][C:14]1[N:15]=[CH:16][C:17]2[C:22]([CH:23]=1)=[CH:21][C:20](B(O)O)=[CH:19][CH:18]=2.Br[C:28]1[S:32][C:31]([N:33]([CH2:41][C@@H:42]([NH:55][C:56]([O:58][C:59]([CH3:62])([CH3:61])[CH3:60])=[O:57])[CH2:43][C:44]2[CH:49]=[CH:48][C:47]([C:50](F)(F)[O:51][CH3:52])=[CH:46][CH:45]=2)[C:34](=[O:40])[O:35][C:36]([CH3:39])([CH3:38])[CH3:37])=[N:30][CH:29]=1. (5) Given the product [C:28]([NH:1][C:2]1[CH:7]=[CH:6][C:5]([N:8]([C:10]2[C:19]3[C:14](=[CH:15][CH:16]=[CH:17][CH:18]=3)[N:13]=[C:12]([CH3:20])[N:11]=2)[CH3:9])=[CH:4][CH:3]=1)(=[O:30])[CH3:29], predict the reactants needed to synthesize it. The reactants are: [NH2:1][C:2]1[CH:7]=[CH:6][C:5]([N:8]([C:10]2[C:19]3[C:14](=[CH:15][CH:16]=[CH:17][CH:18]=3)[N:13]=[C:12]([CH3:20])[N:11]=2)[CH3:9])=[CH:4][CH:3]=1.C(N(CC)CC)C.[C:28](OC(=O)C)(=[O:30])[CH3:29].C(OCC)(=O)C. (6) Given the product [F:1][C:2]([F:10])([F:11])[C:3]1[CH:9]=[CH:8][CH:7]=[CH:6][C:4]=1[NH:5][N:12]=[C:24]([C:25](=[O:27])[CH3:26])[C:21](=[O:23])[CH3:22], predict the reactants needed to synthesize it. The reactants are: [F:1][C:2]([F:11])([F:10])[C:3]1[CH:9]=[CH:8][CH:7]=[CH:6][C:4]=1[NH2:5].[N:12]([O-])=O.[Na+].C([O-])(=O)C.[Na+].[C:21]([CH2:24][C:25](=[O:27])[CH3:26])(=[O:23])[CH3:22]. (7) Given the product [CH2:1]([O:3][C:4](=[O:23])[C:5]1[CH:10]=[CH:9][CH:8]=[C:7]([S:11][C:12]2[C:20]3[C:15](=[CH:16][C:17]([Cl:21])=[CH:18][CH:19]=3)[N:14]([C:25]3[CH:26]=[N:27][N:28]([CH:30]([CH3:32])[CH3:31])[CH:29]=3)[C:13]=2[CH3:22])[CH:6]=1)[CH3:2], predict the reactants needed to synthesize it. The reactants are: [CH2:1]([O:3][C:4](=[O:23])[C:5]1[CH:10]=[CH:9][CH:8]=[C:7]([S:11][C:12]2[C:20]3[C:15](=[CH:16][C:17]([Cl:21])=[CH:18][CH:19]=3)[NH:14][C:13]=2[CH3:22])[CH:6]=1)[CH3:2].Br[C:25]1[CH:26]=[N:27][N:28]([CH:30]([CH3:32])[CH3:31])[CH:29]=1. (8) Given the product [CH2:27]([O:26][C:23]([C:24]1[O:22][C:17]2[CH:16]=[CH:15][C:14]([O:13][CH2:6][C:7]3[CH:12]=[CH:11][CH:10]=[CH:9][CH:8]=3)=[CH:21][C:18]=2[CH:19]=1)=[O:25])[CH3:28], predict the reactants needed to synthesize it. The reactants are: CN(C)C=O.[CH2:6]([O:13][C:14]1[CH:15]=[CH:16][C:17]([OH:22])=[C:18]([CH:21]=1)[CH:19]=O)[C:7]1[CH:12]=[CH:11][CH:10]=[CH:9][CH:8]=1.[C:23]([O:26][CH2:27][CH2:28]Br)(=[O:25])[CH3:24].C(=O)([O-])[O-].[K+].[K+]. (9) Given the product [CH:1]1([NH:4][C:5](=[O:31])[C:6]2[CH:11]=[CH:10][C:9]([C:12]3[N:16]4[N:17]=[C:18]([CH:28]([C:34]5[CH:39]=[CH:38][C:37]([O:40][CH3:41])=[C:36]([F:42])[CH:35]=5)[OH:29])[CH:19]=[C:20]([NH:21][CH2:22][CH2:23][C:24]([F:25])([F:26])[F:27])[C:15]4=[N:14][CH:13]=3)=[CH:8][C:7]=2[CH3:30])[CH2:2][CH2:3]1, predict the reactants needed to synthesize it. The reactants are: [CH:1]1([NH:4][C:5](=[O:31])[C:6]2[CH:11]=[CH:10][C:9]([C:12]3[N:16]4[N:17]=[C:18]([CH:28]=[O:29])[CH:19]=[C:20]([NH:21][CH2:22][CH2:23][C:24]([F:27])([F:26])[F:25])[C:15]4=[N:14][CH:13]=3)=[CH:8][C:7]=2[CH3:30])[CH2:3][CH2:2]1.Br[Mg][C:34]1[CH:39]=[CH:38][C:37]([O:40][CH3:41])=[C:36]([F:42])[CH:35]=1.BrC1C=CC(OC)=C(F)C=1.[Mg].[Cl-].[NH4+].